This data is from Forward reaction prediction with 1.9M reactions from USPTO patents (1976-2016). The task is: Predict the product of the given reaction. Given the reactants [Cl:1][C:2]1[C:11]([O:12][CH:13]([CH3:15])[CH3:14])=[CH:10][C:9]([Cl:16])=[CH:8][C:3]=1[C:4]([O:6]C)=[O:5].[OH-].[Na+], predict the reaction product. The product is: [Cl:1][C:2]1[C:11]([O:12][CH:13]([CH3:14])[CH3:15])=[CH:10][C:9]([Cl:16])=[CH:8][C:3]=1[C:4]([OH:6])=[O:5].